The task is: Predict the reactants needed to synthesize the given product.. This data is from Full USPTO retrosynthesis dataset with 1.9M reactions from patents (1976-2016). (1) Given the product [CH:17]1([CH2:16][NH:15][N:6]2[C:7]3[C:12](=[CH:11][CH:10]=[CH:9][CH:8]=3)[C:13]([OH:14])=[C:4]([C:3]3[NH:23][C:24]4[S:25][CH:26]=[C:27]([CH2:33][O:34][CH2:35][O:36][CH3:37])[C:28]=4[S:29](=[O:31])(=[O:30])[N:32]=3)[C:5]2=[O:20])[CH2:18][CH2:19]1, predict the reactants needed to synthesize it. The reactants are: CS[C:3](SC)=[C:4]1[C:13](=[O:14])[C:12]2[C:7](=[CH:8][CH:9]=[CH:10][CH:11]=2)[N:6]([NH:15][CH2:16][CH:17]2[CH2:19][CH2:18]2)[C:5]1=[O:20].[NH2:23][C:24]1[S:25][CH:26]=[C:27]([CH2:33][O:34][CH2:35][O:36][CH3:37])[C:28]=1[S:29]([NH2:32])(=[O:31])=[O:30]. (2) The reactants are: [CH2:1](Br)[C:2]([C:4]1[CH:9]=[CH:8][CH:7]=[CH:6][CH:5]=1)=[O:3].C(=O)([O-])[O-].[K+].[K+].[Cl:17][C:18]1[CH:48]=[CH:47][CH:46]=[CH:45][C:19]=1[CH2:20][C:21]1[C:22]([N:31]2[CH2:36][CH2:35][CH2:34][C@@H:33]([NH:37][C:38](=[O:44])[O:39][C:40]([CH3:43])([CH3:42])[CH3:41])[CH2:32]2)=[N:23][N:24]2[CH:29]=[CH:28][NH:27][C:26](=[O:30])[C:25]=12.O. Given the product [Cl:17][C:18]1[CH:48]=[CH:47][CH:46]=[CH:45][C:19]=1[CH2:20][C:21]1[C:22]([N:31]2[CH2:36][CH2:35][CH2:34][C@@H:33]([NH:37][C:38](=[O:44])[O:39][C:40]([CH3:42])([CH3:43])[CH3:41])[CH2:32]2)=[N:23][N:24]2[CH:29]=[CH:28][N:27]([CH2:1][C:2](=[O:3])[C:4]3[CH:9]=[CH:8][CH:7]=[CH:6][CH:5]=3)[C:26](=[O:30])[C:25]=12, predict the reactants needed to synthesize it. (3) Given the product [Br:16][C:6]1[C:5]([C:9]#[N:10])=[N:4][N:3]([CH2:1][CH3:2])[C:7]=1[CH3:8], predict the reactants needed to synthesize it. The reactants are: [CH2:1]([N:3]1[C:7]([CH3:8])=[CH:6][C:5]([C:9]#[N:10])=[N:4]1)[CH3:2].C([O-])(=O)C.[K+].[Br:16]Br.